Dataset: Full USPTO retrosynthesis dataset with 1.9M reactions from patents (1976-2016). Task: Predict the reactants needed to synthesize the given product. (1) Given the product [CH3:34][C:17]1[C:18]([CH2:22][S@:23]([C:25]2[NH:26][C:27]3[CH:33]=[CH:32][CH:31]=[CH:30][C:28]=3[N:29]=2)=[O:24])=[N:19][CH:20]=[CH:21][C:16]=1[O:4][CH2:3][C:2]([F:6])([F:5])[F:1], predict the reactants needed to synthesize it. The reactants are: [F:1][C:2]([F:6])([F:5])[CH2:3][OH:4].C(=O)([O-])[O-].[K+].[K+].[N+]([C:16]1[CH:21]=[CH:20][N:19]=[C:18]([CH2:22][S@:23]([C:25]2[NH:29][C:28]3[CH:30]=[CH:31][CH:32]=[CH:33][C:27]=3[N:26]=2)=[O:24])[C:17]=1[CH3:34])([O-])=O. (2) Given the product [CH3:1][N:2]([C:10]([C:12]1[CH:13]=[CH:14][C:15]([NH:18][CH:19]([C:28]2[O:29][C:30]3[CH:37]=[CH:36][CH:35]=[CH:34][C:31]=3[C:32]=2[CH3:33])[CH2:20][O:21][C:22]2[CH:27]=[CH:26][CH:25]=[CH:24][CH:23]=2)=[CH:16][CH:17]=1)=[O:11])[CH2:3][CH2:4][C:5]([OH:7])=[O:6], predict the reactants needed to synthesize it. The reactants are: [CH3:1][N:2]([C:10]([C:12]1[CH:17]=[CH:16][C:15]([NH:18][CH:19]([C:28]2[O:29][C:30]3[CH:37]=[CH:36][CH:35]=[CH:34][C:31]=3[C:32]=2[CH3:33])[CH2:20][O:21][C:22]2[CH:27]=[CH:26][CH:25]=[CH:24][CH:23]=2)=[CH:14][CH:13]=1)=[O:11])[CH2:3][CH2:4][C:5]([O:7]CC)=[O:6].O1CCCC1.[OH-].[Na+].